This data is from Full USPTO retrosynthesis dataset with 1.9M reactions from patents (1976-2016). The task is: Predict the reactants needed to synthesize the given product. (1) Given the product [Br:1][C:2]1[C:11]2[C:6](=[C:7]([F:12])[CH:8]=[CH:9][CH:10]=2)[N:5]=[C:4]([C:13]([NH:16][C@H:17]2[CH2:22][CH2:21][CH2:20][CH2:19][C@@H:18]2[OH:23])=[O:15])[CH:3]=1, predict the reactants needed to synthesize it. The reactants are: [Br:1][C:2]1[C:11]2[C:6](=[C:7]([F:12])[CH:8]=[CH:9][CH:10]=2)[N:5]=[C:4]([C:13]([OH:15])=O)[CH:3]=1.[NH2:16][C@H:17]1[CH2:22][CH2:21][CH2:20][CH2:19][C@@H:18]1[OH:23].F[P-](F)(F)(F)(F)F.N1(O[P+](N(C)C)(N(C)C)N(C)C)C2C=CC=CC=2N=N1.C(N(CC)CC)C. (2) Given the product [OH:25][C:22]1[CH:23]=[CH:24][C:19]([C:10]2[CH:11]=[CH:12][C:13]([CH2:15][CH2:16][C:17]#[N:18])=[CH:14][C:9]=2[CH2:5][CH:6]([CH3:7])[CH3:8])=[CH:20][C:21]=1[CH2:27][CH:28]([CH3:30])[CH3:29], predict the reactants needed to synthesize it. The reactants are: B(Br)(Br)Br.[CH2:5]([C:9]1[CH:14]=[C:13]([CH2:15][CH2:16][C:17]#[N:18])[CH:12]=[CH:11][C:10]=1[C:19]1[CH:24]=[CH:23][C:22]([O:25]C)=[C:21]([CH2:27][CH:28]([CH3:30])[CH3:29])[CH:20]=1)[CH:6]([CH3:8])[CH3:7].O. (3) Given the product [NH2:32][C@H:5]([CH2:4][CH:3]([CH3:40])[CH3:2])[C:6]([NH:7][CH:8]1[CH2:17][C:16]2[C:11](=[C:12]([N:18]3[CH2:22][CH2:21][CH2:20][C:19]3=[O:23])[CH:13]=[CH:14][CH:15]=2)[N:10]([CH2:24][C:25]2[CH:29]=[CH:28][S:27][CH:26]=2)[C:9]1=[O:30])=[O:31], predict the reactants needed to synthesize it. The reactants are: Cl.[CH3:2][CH:3]([CH3:40])[CH2:4][C@@H:5]([NH:32]C(=O)OC(C)(C)C)[C:6](=[O:31])[NH:7][CH:8]1[CH2:17][C:16]2[C:11](=[C:12]([N:18]3[CH2:22][CH2:21][CH2:20][C:19]3=[O:23])[CH:13]=[CH:14][CH:15]=2)[N:10]([CH2:24][C:25]2[CH:29]=[CH:28][S:27][CH:26]=2)[C:9]1=[O:30].[OH-].[Na+]. (4) Given the product [C:17]([C:2]1[CH:7]=[CH:6][C:5]([S:8](=[O:11])(=[O:10])[NH2:9])=[CH:4][CH:3]=1)#[N:18], predict the reactants needed to synthesize it. The reactants are: I[C:2]1[CH:7]=[CH:6][C:5]([S:8](=[O:11])(=[O:10])[NH2:9])=[CH:4][CH:3]=1.C(=O)(O)[O-].[Na+].[CH3:17][N:18](C)C=O. (5) Given the product [CH3:11][CH:10]([OH:25])[C@H:9]1[O:13][C@@H:12]([N:14]2[C:23]3[N:22]=[CH:21][N:20]=[C:18]([NH2:19])[C:17]=3[N:16]=[CH:15]2)[C@H:6]([SeH:4])[C@@H:8]1[OH:28], predict the reactants needed to synthesize it. The reactants are: [BH4-].[Na+].C[SeH-:4]([CH3:6])=[Se].Cl[CH2:8][C@H:9]1[O:13][C@@H:12]([N:14]2[C:23]3[N:22]=[CH:21][N:20]=[C:18]([NH2:19])[C:17]=3[N:16]=[CH:15]2)[C@H:11](O)[C@@H:10]1[OH:25].C([OH:28])C.